Predict the product of the given reaction. From a dataset of Forward reaction prediction with 1.9M reactions from USPTO patents (1976-2016). (1) Given the reactants Cl[C:2]1[C:7]2[CH2:8][N:9]([CH:12]([C:14]3[CH:15]=[N:16][C:17]([O:21][CH2:22][C:23]([F:26])([F:25])[F:24])=[C:18]([CH3:20])[CH:19]=3)[CH3:13])[C:10](=[O:11])[C:6]=2[CH:5]=[CH:4][N:3]=1.C[Si](C)(C)CCOC[N:33]1[CH:37]=[CH:36][C:35]([C:38]([NH2:40])=[O:39])=[N:34]1, predict the reaction product. The product is: [CH3:20][C:18]1[CH:19]=[C:14]([CH:12]([N:9]2[C:10](=[O:11])[C:6]3[CH:5]=[CH:4][N:3]=[C:2]([NH:40][C:38]([C:35]4[CH:36]=[CH:37][NH:33][N:34]=4)=[O:39])[C:7]=3[CH2:8]2)[CH3:13])[CH:15]=[N:16][C:17]=1[O:21][CH2:22][C:23]([F:26])([F:25])[F:24]. (2) Given the reactants [CH2:1]([O:3][C:4]1[CH:9]=[CH:8][CH:7]=[CH:6][C:5]=1[C:10]1[CH:15]=[CH:14][C:13]([C:16]#[N:17])=[CH:12][C:11]=1[N+:18]([O-])=O)[CH3:2].B.C1COCC1.O.C1COCC1, predict the reaction product. The product is: [NH2:17][CH2:16][C:13]1[CH:14]=[CH:15][C:10]([C:5]2[CH:6]=[CH:7][CH:8]=[CH:9][C:4]=2[O:3][CH2:1][CH3:2])=[C:11]([NH2:18])[CH:12]=1.